Dataset: Full USPTO retrosynthesis dataset with 1.9M reactions from patents (1976-2016). Task: Predict the reactants needed to synthesize the given product. (1) Given the product [F:30][C:19]([F:18])([F:29])[C:20]1[CH:21]=[C:22]([CH3:28])[N:23]=[CH:24][C:25]=1[CH2:26][CH2:27][N:9]1[C:10]2[CH:11]=[CH:12][C:4]([CH:1]([CH3:3])[CH3:2])=[CH:5][C:6]=2[C:7]2[CH2:16][N:15]([CH3:17])[CH2:14][CH2:13][C:8]1=2, predict the reactants needed to synthesize it. The reactants are: [CH:1]([C:4]1[CH:12]=[CH:11][C:10]2[NH:9][C:8]3[CH2:13][CH2:14][N:15]([CH3:17])[CH2:16][C:7]=3[C:6]=2[CH:5]=1)([CH3:3])[CH3:2].[F:18][C:19]([F:30])([F:29])[C:20]1[C:25]([CH:26]=[CH2:27])=[CH:24][N:23]=[C:22]([CH3:28])[CH:21]=1.[OH-].[K+]. (2) The reactants are: [CH2:1]([NH:7][C:8]1[S:9][CH:10]=[C:11]([C:13]2[CH:18]=[CH:17][CH:16]=[CH:15][CH:14]=2)[N:12]=1)[CH2:2][CH2:3][CH2:4][CH2:5][CH3:6].[H-].[Na+].Cl[CH2:22][C:23]1[CH:42]=[CH:41][C:26]([CH2:27][O:28][C:29]2[CH:34]=[CH:33][C:32]([CH2:35][CH2:36][C:37]([O:39][CH3:40])=[O:38])=[CH:31][CH:30]=2)=[CH:25][CH:24]=1.Cl. Given the product [CH2:1]([N:7]([CH2:22][C:23]1[CH:42]=[CH:41][C:26]([CH2:27][O:28][C:29]2[CH:34]=[CH:33][C:32]([CH2:35][CH2:36][C:37]([O:39][CH3:40])=[O:38])=[CH:31][CH:30]=2)=[CH:25][CH:24]=1)[C:8]1[S:9][CH:10]=[C:11]([C:13]2[CH:18]=[CH:17][CH:16]=[CH:15][CH:14]=2)[N:12]=1)[CH2:2][CH2:3][CH2:4][CH2:5][CH3:6], predict the reactants needed to synthesize it.